From a dataset of Peptide-MHC class I binding affinity with 185,985 pairs from IEDB/IMGT. Regression. Given a peptide amino acid sequence and an MHC pseudo amino acid sequence, predict their binding affinity value. This is MHC class I binding data. (1) The peptide sequence is AEFWDVFLS. The MHC is HLA-A30:01 with pseudo-sequence HLA-A30:01. The binding affinity (normalized) is 0.0847. (2) The peptide sequence is ILMTHFFSI. The MHC is HLA-A02:06 with pseudo-sequence HLA-A02:06. The binding affinity (normalized) is 0.858. (3) The peptide sequence is NYLKNKKSM. The MHC is HLA-A02:06 with pseudo-sequence HLA-A02:06. The binding affinity (normalized) is 0.0959.